Dataset: Peptide-MHC class II binding affinity with 134,281 pairs from IEDB. Task: Regression. Given a peptide amino acid sequence and an MHC pseudo amino acid sequence, predict their binding affinity value. This is MHC class II binding data. (1) The peptide sequence is VTMLLMLLPTALAFH. The MHC is DRB1_0802 with pseudo-sequence DRB1_0802. The binding affinity (normalized) is 1.00. (2) The peptide sequence is AYESYKFIPALEAAVKQAYAATVAAA. The MHC is DRB1_1001 with pseudo-sequence QEFFIASGAAVDAIMEVFLERYDLRRATYHVGFT. The binding affinity (normalized) is 0.807. (3) The peptide sequence is LTSQFFLPALPVFTWL. The MHC is DRB1_1501 with pseudo-sequence DRB1_1501. The binding affinity (normalized) is 0.317. (4) The peptide sequence is NGCFKIYHKCDNACI. The MHC is DRB1_0405 with pseudo-sequence DRB1_0405. The binding affinity (normalized) is 0.117. (5) The peptide sequence is WGAIWRIDTPDKLTG. The MHC is HLA-DQA10101-DQB10501 with pseudo-sequence HLA-DQA10101-DQB10501. The binding affinity (normalized) is 0.486. (6) The peptide sequence is FFFLFNILTGKKITAHHHHHH. The MHC is DRB3_0301 with pseudo-sequence DRB3_0301. The binding affinity (normalized) is 0. (7) The peptide sequence is QFRRVKCKYPEGTKV. The MHC is HLA-DQA10501-DQB10301 with pseudo-sequence HLA-DQA10501-DQB10301. The binding affinity (normalized) is 0.228.